From a dataset of Peptide-MHC class I binding affinity with 185,985 pairs from IEDB/IMGT. Regression. Given a peptide amino acid sequence and an MHC pseudo amino acid sequence, predict their binding affinity value. This is MHC class I binding data. (1) The peptide sequence is LEYFQFVKKLL. The MHC is HLA-B18:01 with pseudo-sequence HLA-B18:01. The binding affinity (normalized) is 0.218. (2) The peptide sequence is AEILPDTTYL. The MHC is HLA-B44:02 with pseudo-sequence HLA-B44:02. The binding affinity (normalized) is 0.538. (3) The peptide sequence is EELKNCNI. The MHC is HLA-B40:02 with pseudo-sequence HLA-B40:02. The binding affinity (normalized) is 0. (4) The peptide sequence is TVYPKTHYV. The MHC is HLA-C08:02 with pseudo-sequence HLA-C08:02. The binding affinity (normalized) is 0.0847. (5) The peptide sequence is AVSFRNLAY. The MHC is HLA-B51:01 with pseudo-sequence HLA-B51:01. The binding affinity (normalized) is 0.213. (6) The peptide sequence is DHLKEKSSL. The MHC is HLA-B35:01 with pseudo-sequence HLA-B35:01. The binding affinity (normalized) is 0.0847. (7) The peptide sequence is LLLTLGIPGL. The MHC is HLA-A02:02 with pseudo-sequence HLA-A02:02. The binding affinity (normalized) is 0.407. (8) The peptide sequence is GLPVEYLQVPS. The MHC is HLA-A23:01 with pseudo-sequence HLA-A23:01. The binding affinity (normalized) is 0. (9) The peptide sequence is SLIVKCMPY. The binding affinity (normalized) is 0.0847. The MHC is HLA-B08:03 with pseudo-sequence HLA-B08:03. (10) The peptide sequence is NPALRMKWM. The MHC is HLA-B18:01 with pseudo-sequence HLA-B18:01. The binding affinity (normalized) is 0.0847.